From a dataset of Full USPTO retrosynthesis dataset with 1.9M reactions from patents (1976-2016). Predict the reactants needed to synthesize the given product. Given the product [Li:23][N:11]1[C:12]([CH3:17])([CH3:16])[CH2:13][CH2:14][CH2:15][C:10]1([CH3:18])[CH3:9], predict the reactants needed to synthesize it. The reactants are: CC1C=CN=CC=1.[Li].[CH3:9][C:10]1([CH3:18])[CH2:15][CH2:14][CH2:13][C:12]([CH3:17])([CH3:16])[NH:11]1.C([Li:23])CCC.CC1(C)CCCC(C)(C)N1.